Dataset: Catalyst prediction with 721,799 reactions and 888 catalyst types from USPTO. Task: Predict which catalyst facilitates the given reaction. (1) Reactant: [Cl:1][C:2]1[CH:3]=[CH:4][C:5](I)=[C:6]([CH:12]=1)[C:7]([O:9][CH2:10][CH3:11])=[O:8].C(COC)OC.[C:20]1(B(O)O)[CH:25]=[CH:24][CH:23]=[CH:22][CH:21]=1.C([O-])([O-])=O.[K+].[K+]. Product: [Cl:1][C:2]1[CH:3]=[CH:4][C:5]([C:20]2[CH:25]=[CH:24][CH:23]=[CH:22][CH:21]=2)=[C:6]([CH:12]=1)[C:7]([O:9][CH2:10][CH3:11])=[O:8]. The catalyst class is: 103. (2) Reactant: [Br:1][C:2]1[CH:7]=[CH:6][C:5]([OH:8])=[CH:4][C:3]=1[N+:9]([O-:11])=[O:10].[CH:12]1[CH:17]=[CH:16][C:15]([CH2:18]Br)=[CH:14][CH:13]=1.C([O-])([O-])=O.[K+].[K+]. The catalyst class is: 21. Product: [CH2:18]([O:8][C:5]1[CH:6]=[CH:7][C:2]([Br:1])=[C:3]([N+:9]([O-:11])=[O:10])[CH:4]=1)[C:15]1[CH:16]=[CH:17][CH:12]=[CH:13][CH:14]=1.